Dataset: Forward reaction prediction with 1.9M reactions from USPTO patents (1976-2016). Task: Predict the product of the given reaction. (1) Given the reactants C1C(Cl)=CC=C(Cl)C=1.C(OCC1OC1)(=O)C(C)=C.[C:19]1([C:25]([CH2:27]C(C2C=CC=CC=2)(C)C)=[CH2:26])[CH:24]=[CH:23][CH:22]=[CH:21][CH:20]=1, predict the reaction product. The product is: [CH3:27][C:25]([C:19]1[CH:24]=[CH:23][CH:22]=[CH:21][CH:20]=1)=[CH2:26].[CH3:27][C:25]([C:19]1[CH:24]=[CH:23][CH:22]=[CH:21][CH:20]=1)=[CH2:26]. (2) The product is: [C:7]1([C:3]2[S:4][CH:5]=[CH:6][C:2]=2[B:13]([OH:18])[OH:14])[CH:12]=[CH:11][CH:10]=[CH:9][CH:8]=1. Given the reactants Br[C:2]1[CH:6]=[CH:5][S:4][C:3]=1[C:7]1[CH:12]=[CH:11][CH:10]=[CH:9][CH:8]=1.[B:13](OC(C)C)([O:18]C(C)C)[O:14]C(C)C.[Li]CCCC, predict the reaction product. (3) Given the reactants [Cl:1][C:2]1[CH:7]=[C:6](I)[CH:5]=[CH:4][N:3]=1.[Cl:9][C:10]1[CH:15]=[CH:14][CH:13]=[CH:12][C:11]=1[C:16]1[C:17]([C:21]([O:23][CH2:24][CH3:25])=[O:22])=[CH:18][NH:19][CH:20]=1.CN[C@@H]1CCCC[C@H]1NC.C(=O)([O-])[O-].[K+].[K+], predict the reaction product. The product is: [Cl:9][C:10]1[CH:15]=[CH:14][CH:13]=[CH:12][C:11]=1[C:16]1[C:17]([C:21]([O:23][CH2:24][CH3:25])=[O:22])=[CH:18][N:19]([C:6]2[CH:5]=[CH:4][N:3]=[C:2]([Cl:1])[CH:7]=2)[CH:20]=1.